Predict the product of the given reaction. From a dataset of Forward reaction prediction with 1.9M reactions from USPTO patents (1976-2016). (1) Given the reactants C(O)(=O)C(O)=[O:3].[CH3:7][N:8]1[C@@H:24]2[CH2:25][C:13]3[CH:14]=[CH:15][C:16]([O:28][CH3:29])=[C:17]4[O:18][C@H:19]5[C:20]([O:26]C)=[CH:21][CH:22]=[C:23]2[C@:11]5([C:12]=34)[CH2:10][CH2:9]1.[OH-].[Na+], predict the reaction product. The product is: [CH3:7][N:8]1[C@@H:24]2[CH2:25][C:13]3[CH:14]=[CH:15][C:16]([O:28][CH3:29])=[C:17]4[O:18][CH:19]5[C:20]([CH:21]=[CH:22][C@:23]2([OH:3])[C@:11]5([C:12]=34)[CH2:10][CH2:9]1)=[O:26]. (2) Given the reactants [F:1][C:2]1[CH:3]=[C:4]([CH2:10][CH2:11][N:12]([C@H:28]2[CH2:33][CH2:32][C@H:31]([CH3:34])[CH2:30][CH2:29]2)[C:13](=[O:27])[NH:14][C:15]2[S:16][C:17]([S:20][C:21]([CH3:26])([CH3:25])[C:22]([OH:24])=[O:23])=[CH:18][N:19]=2)[CH:5]=[CH:6][C:7]=1OC.OCCC1C=C([F:44])C=C(F)C=1.C(OC(=O)C(SC1SC(N)=NC=1)(C)C)C, predict the reaction product. The product is: [F:44][C:6]1[CH:5]=[C:4]([CH2:10][CH2:11][N:12]([C@H:28]2[CH2:29][CH2:30][C@H:31]([CH3:34])[CH2:32][CH2:33]2)[C:13](=[O:27])[NH:14][C:15]2[S:16][C:17]([S:20][C:21]([CH3:26])([CH3:25])[C:22]([OH:24])=[O:23])=[CH:18][N:19]=2)[CH:3]=[C:2]([F:1])[CH:7]=1. (3) Given the reactants [CH2:1]([O:3][C:4]([N:6]1[CH2:12][CH:11]([N:13]2[C:21](=[O:22])[C:20]3[C:15](=[CH:16][CH:17]=[CH:18][CH:19]=3)[C:14]2=[O:23])[C:10](=[O:24])[NH:9][CH2:8][CH2:7]1)=[O:5])[CH3:2].F[B-](F)(F)F.[CH3:30][O+](C)C.C(=O)([O-])O.[Na+], predict the reaction product. The product is: [CH2:1]([O:3][C:4]([N:6]1[CH2:12][CH:11]([N:13]2[C:14](=[O:23])[C:15]3[C:20](=[CH:19][CH:18]=[CH:17][CH:16]=3)[C:21]2=[O:22])[C:10]([O:24][CH3:30])=[N:9][CH2:8][CH2:7]1)=[O:5])[CH3:2]. (4) Given the reactants [NH2:1][C:2]1[N:7]=[C:6](Cl)[C:5]([NH2:9])=[C:4]([Cl:10])[N:3]=1.[NH2:11][CH:12]1[CH2:17][CH2:16][O:15][CH2:14][CH2:13]1.C(=O)(O)[O-].[Na+], predict the reaction product. The product is: [Cl:10][C:4]1[N:3]=[C:2]([NH2:1])[N:7]=[C:6]([NH:11][CH:12]2[CH2:17][CH2:16][O:15][CH2:14][CH2:13]2)[C:5]=1[NH2:9]. (5) Given the reactants Cl.[CH3:2][O:3][NH:4][CH3:5].[F:13][C:12]([F:15])([F:14])[C:11](O[C:11](=[O:16])[C:12]([F:15])([F:14])[F:13])=[O:16].N1C=CC=CC=1, predict the reaction product. The product is: [CH3:2][O:3][N:4]([CH3:5])[C:11](=[O:16])[C:12]([F:13])([F:14])[F:15]. (6) Given the reactants [F:1][C:2]1[CH:7]=[C:6]([OH:8])[CH:5]=[CH:4][C:3]=1[CH2:9][CH2:10][C:11]([O:13][CH2:14][CH3:15])=[O:12].[CH2:16]([C:18]1[CH:23]=[CH:22][CH:21]=[C:20]([CH2:24][CH3:25])[C:19]=1[C:26]1[CH:31]=[CH:30][CH:29]=[C:28]([CH2:32]O)[CH:27]=1)[CH3:17], predict the reaction product. The product is: [CH2:16]([C:18]1[CH:23]=[CH:22][CH:21]=[C:20]([CH2:24][CH3:25])[C:19]=1[C:26]1[CH:31]=[CH:30][CH:29]=[C:28]([CH2:32][O:8][C:6]2[CH:5]=[CH:4][C:3]([CH2:9][CH2:10][C:11]([O:13][CH2:14][CH3:15])=[O:12])=[C:2]([F:1])[CH:7]=2)[CH:27]=1)[CH3:17]. (7) Given the reactants Cl[C:2]1[N:7]=[C:6]2[S:8][C:9]([C:18]([O:20][CH3:21])=[O:19])=[C:10]([O:11][CH2:12][C:13]([O:15][CH2:16][CH3:17])=[O:14])[C:5]2=[CH:4][CH:3]=1.C([O-])([O-])=O.[K+].[K+].[Cl:28][C:29]1[CH:36]=[C:35]([Cl:37])[CH:34]=[CH:33][C:30]=1[CH2:31][SH:32], predict the reaction product. The product is: [Cl:28][C:29]1[CH:36]=[C:35]([Cl:37])[CH:34]=[CH:33][C:30]=1[CH2:31][S:32][C:2]1[N:7]=[C:6]2[S:8][C:9]([C:18]([O:20][CH3:21])=[O:19])=[C:10]([O:11][CH2:12][C:13]([O:15][CH2:16][CH3:17])=[O:14])[C:5]2=[CH:4][CH:3]=1.